From a dataset of Catalyst prediction with 721,799 reactions and 888 catalyst types from USPTO. Predict which catalyst facilitates the given reaction. (1) The catalyst class is: 4. Reactant: [F:1][C:2]1[CH:3]=[C:4]([C@@H:9]([C:21]2[CH:26]=[CH:25][C:24]([S:27]([CH3:30])(=[O:29])=[O:28])=[CH:23][CH:22]=2)[CH2:10][CH2:11][N:12]2[CH2:17][CH2:16][CH:15]([NH:18][CH2:19][CH3:20])[CH2:14][CH2:13]2)[CH:5]=[C:6]([F:8])[CH:7]=1.C(N(CC)CC)C.[Br:38][CH2:39][C:40](Cl)=[O:41]. Product: [Br:38][CH2:39][C:40]([N:18]([CH:15]1[CH2:16][CH2:17][N:12]([CH2:11][CH2:10][C@@H:9]([C:4]2[CH:5]=[C:6]([F:8])[CH:7]=[C:2]([F:1])[CH:3]=2)[C:21]2[CH:26]=[CH:25][C:24]([S:27]([CH3:30])(=[O:29])=[O:28])=[CH:23][CH:22]=2)[CH2:13][CH2:14]1)[CH2:19][CH3:20])=[O:41]. (2) Reactant: [Cl:1][C:2]1[CH:3]=[C:4]([CH:19]=[CH:20][C:21]=1[C:22]([OH:24])=O)[C:5]([NH:7][CH2:8][C:9]1[NH:13][C:12]2[CH:14]=[CH:15][C:16]([Cl:18])=[CH:17][C:11]=2[N:10]=1)=[O:6].CN(C(ON1N=NC2C=CC=CC1=2)=[N+](C)C)C.[B-](F)(F)(F)F.C(N(C(C)C)CC)(C)C.[CH3:56][N:57]1[CH2:62][CH2:61][NH:60][CH2:59][C:58]1=[O:63].ClCl. Product: [Cl:1][C:2]1[CH:3]=[C:4]([CH:19]=[CH:20][C:21]=1[C:22]([N:60]1[CH2:61][CH2:62][N:57]([CH3:56])[C:58](=[O:63])[CH2:59]1)=[O:24])[C:5]([NH:7][CH2:8][C:9]1[NH:13][C:12]2[CH:14]=[CH:15][C:16]([Cl:18])=[CH:17][C:11]=2[N:10]=1)=[O:6]. The catalyst class is: 3. (3) Reactant: [O:1]1[CH:5]=[CH:4][CH:3]=[C:2]1[CH2:6][N:7]([CH2:14][C:15]1[CH:20]=[CH:19][C:18]([S:21][C:22]([CH3:31])([CH3:30])[C:23]([O:25][C:26]([CH3:29])([CH3:28])[CH3:27])=[O:24])=[CH:17][CH:16]=1)[CH2:8][C:9]([O:11]CC)=[O:10].[OH-].[Na+].Cl. Product: [C:26]([O:25][C:23](=[O:24])[C:22]([S:21][C:18]1[CH:19]=[CH:20][C:15]([CH2:14][N:7]([CH2:6][C:2]2[O:1][CH:5]=[CH:4][CH:3]=2)[CH2:8][C:9]([OH:11])=[O:10])=[CH:16][CH:17]=1)([CH3:31])[CH3:30])([CH3:27])([CH3:28])[CH3:29]. The catalyst class is: 38.